This data is from Reaction yield outcomes from USPTO patents with 853,638 reactions. The task is: Predict the reaction yield, written as a fraction of the theoretical maximum amount of product (1.0 means a 100% yield; for example, 0.34 means a 34% yield). (1) The reactants are Br[C:2]1[CH:7]=[CH:6][N:5]=[C:4]2[CH:8]=[CH:9][S:10][C:3]=12.[Li]CCCC.CO.O. The catalyst is C1COCC1. The product is [S:10]1[C:3]2[C:4](=[N:5][CH:6]=[CH:7][CH:2]=2)[CH:8]=[CH:9]1. The yield is 0.620. (2) The reactants are [C:1]([C:5]1[CH:6]=[C:7]([CH:10]=[C:11]([C:14]([CH3:17])([CH3:16])[CH3:15])[C:12]=1[OH:13])[CH:8]=O)([CH3:4])([CH3:3])[CH3:2].C([O-])=O.[NH4+].[CH:22]([NH2:24])=[O:23]. The catalyst is O. The product is [CH:22]([NH:24][CH2:8][C:7]1[CH:6]=[C:5]([C:1]([CH3:4])([CH3:3])[CH3:2])[C:12]([OH:13])=[C:11]([C:14]([CH3:17])([CH3:16])[CH3:15])[CH:10]=1)=[O:23]. The yield is 0.760. (3) The reactants are Cl.[NH2:2][CH2:3][C:4]1[CH:13]=[CH:12][C:7]([C:8]([O:10][CH3:11])=[O:9])=[CH:6][CH:5]=1.C(N(CC)CC)C.[CH3:21][O:22][C:23]1[CH:43]=[CH:42][C:26]([CH2:27][N:28]2[N:32]=[N:31][C:30]([C:33]3[CH:34]=[C:35]([CH:39]=[CH:40][CH:41]=3)[C:36](Cl)=[O:37])=[N:29]2)=[CH:25][CH:24]=1. The catalyst is ClCCl.Cl. The product is [CH3:11][O:10][C:8](=[O:9])[C:7]1[CH:6]=[CH:5][C:4]([CH2:3][NH:2][C:36](=[O:37])[C:35]2[CH:39]=[CH:40][CH:41]=[C:33]([C:30]3[N:31]=[N:32][N:28]([CH2:27][C:26]4[CH:25]=[CH:24][C:23]([O:22][CH3:21])=[CH:43][CH:42]=4)[N:29]=3)[CH:34]=2)=[CH:13][CH:12]=1. The yield is 0.830. (4) The reactants are [C:1]1([NH:11][C:12](=[O:14])[CH3:13])[C:10]2[C:5](=[CH:6][CH:7]=[CH:8][CH:9]=2)[CH:4]=[CH:3][CH:2]=1.[CH2:15](Br)[C:16]1[CH:21]=[CH:20][CH:19]=[CH:18][CH:17]=1.[C:23](=[O:26])([O-])[O-].[K+].[K+]. The catalyst is CC(C)=O. The product is [C:1]1([NH:11][C:12](=[O:14])[CH2:13][C:2]2[CH:1]=[CH:10][CH:9]=[C:23]([O:26][CH2:15][C:16]3[CH:21]=[CH:20][CH:19]=[CH:18][CH:17]=3)[CH:3]=2)[C:10]2[C:5](=[CH:6][CH:7]=[CH:8][CH:9]=2)[CH:4]=[CH:3][CH:2]=1. The yield is 0.480.